From a dataset of Forward reaction prediction with 1.9M reactions from USPTO patents (1976-2016). Predict the product of the given reaction. (1) Given the reactants [Cl:1][C:2]1[CH:3]=[C:4]([CH:9]=[CH:10][C:11]=1[O:12][CH2:13][C:14]([F:17])([CH3:16])[CH3:15])[C:5]([O:7]C)=[O:6].[OH-].[Na+].Cl, predict the reaction product. The product is: [Cl:1][C:2]1[CH:3]=[C:4]([CH:9]=[CH:10][C:11]=1[O:12][CH2:13][C:14]([F:17])([CH3:15])[CH3:16])[C:5]([OH:7])=[O:6]. (2) The product is: [CH3:48][N:47]([CH3:49])[C@H:44]1[CH2:45][CH2:46][N:42]([C:10]2[C:11]3[C:12](=[N:13][CH:14]=[CH:15][C:16]=3[O:17][C:18]3[CH:23]=[CH:22][C:21]([NH:24][C:25]([C:27]4[C:28](=[O:40])[N:29]([C:33]5[CH:34]=[CH:35][C:36]([F:39])=[CH:37][CH:38]=5)[N:30]=[CH:31][CH:32]=4)=[O:26])=[CH:20][C:19]=3[F:41])[NH:8][N:9]=2)[CH2:43]1. Given the reactants COC1C=CC(C[N:8]2[C:12]3=[N:13][CH:14]=[CH:15][C:16]([O:17][C:18]4[CH:23]=[CH:22][C:21]([NH:24][C:25]([C:27]5[C:28](=[O:40])[N:29]([C:33]6[CH:38]=[CH:37][C:36]([F:39])=[CH:35][CH:34]=6)[N:30]=[CH:31][CH:32]=5)=[O:26])=[CH:20][C:19]=4[F:41])=[C:11]3[C:10]([N:42]3[CH2:46][CH2:45][C@H:44]([N:47]([CH3:49])[CH3:48])[CH2:43]3)=[N:9]2)=CC=1.C(O)(C(F)(F)F)=O, predict the reaction product. (3) Given the reactants [C:1]([O:5][C:6]([N:8]([CH3:25])[C:9]1[S:10][C:11]([C:20](OCC)=[O:21])=[C:12]([CH2:14][C:15]([O:17][CH2:18][CH3:19])=[O:16])[N:13]=1)=[O:7])([CH3:4])([CH3:3])[CH3:2].[F:26][C:27]1[CH:36]=[C:35]([I:37])[CH:34]=[CH:33][C:28]=1[N:29]=[C:30]=[N:31][CH3:32], predict the reaction product. The product is: [C:1]([O:5][C:6]([N:8]([CH3:25])[C:9]1[S:10][C:11]2[C:20](=[O:21])[N:31]([CH3:32])[C:30]([NH:29][C:28]3[CH:33]=[CH:34][C:35]([I:37])=[CH:36][C:27]=3[F:26])=[C:14]([C:15]([O:17][CH2:18][CH3:19])=[O:16])[C:12]=2[N:13]=1)=[O:7])([CH3:2])([CH3:3])[CH3:4]. (4) Given the reactants [O:1]=[C:2]1[NH:10][C:5]2=[N:6][CH:7]=[CH:8][CH:9]=[C:4]2[N:3]1[CH:11]1[CH2:16][CH2:15][N:14]([C:17]2[N:22]=[CH:21][N:20]=[C:19]([C:23]([OH:25])=O)[CH:18]=2)[CH2:13][CH2:12]1.[S:26]1[C:30]2[CH2:31][NH:32][CH:33]([CH2:35][OH:36])[CH2:34][C:29]=2[CH:28]=[CH:27]1.CN(C(ON1N=NC2C=CC=CC1=2)=[N+](C)C)C.[B-](F)(F)(F)F, predict the reaction product. The product is: [OH:36][CH2:35][CH:33]1[N:32]([C:23]([C:19]2[N:20]=[CH:21][N:22]=[C:17]([N:14]3[CH2:13][CH2:12][CH:11]([N:3]4[C:4]5[C:5](=[N:6][CH:7]=[CH:8][CH:9]=5)[NH:10][C:2]4=[O:1])[CH2:16][CH2:15]3)[CH:18]=2)=[O:25])[CH2:31][C:30]2[S:26][CH:27]=[CH:28][C:29]=2[CH2:34]1. (5) Given the reactants [S:1]1[C:5]2[CH:6]=[CH:7][CH:8]=[CH:9][C:4]=2[N:3]=[C:2]1[O:10][CH2:11][CH:12]1[CH2:17][CH2:16][CH2:15][NH:14][CH2:13]1.[CH3:18][O:19][C:20]([C:22]1[CH:23]=[C:24](OB(O)O)[CH:25]=[CH:26][CH:27]=1)=[O:21], predict the reaction product. The product is: [S:1]1[C:5]2[CH:6]=[CH:7][CH:8]=[CH:9][C:4]=2[N:3]=[C:2]1[O:10][CH2:11][CH:12]1[CH2:17][CH2:16][CH2:15][N:14]([C:26]2[CH:27]=[C:22]([CH:23]=[CH:24][CH:25]=2)[C:20]([O:19][CH3:18])=[O:21])[CH2:13]1. (6) Given the reactants NC(N)=O.[CH:5]1([NH:10][S:11]([C:14]2[C:19]([Cl:20])=[CH:18][CH:17]=[C:16]([NH2:21])[C:15]=2[OH:22])(=[O:13])=[O:12])[CH2:9][CH2:8][CH2:7][CH2:6]1.[Cl:23][C:24]1[C:29]([Cl:30])=[CH:28][CH:27]=[CH:26][C:25]=1[N:31]=[C:32]=[O:33], predict the reaction product. The product is: [Cl:20][C:19]1[CH:18]=[CH:17][C:16]([NH:21][C:32]([NH:31][C:25]2[CH:26]=[CH:27][CH:28]=[C:29]([Cl:30])[C:24]=2[Cl:23])=[O:33])=[C:15]([OH:22])[C:14]=1[S:11]([NH:10][CH:5]1[CH2:6][CH2:7][CH2:8][CH2:9]1)(=[O:13])=[O:12]. (7) Given the reactants [F:1][C:2]([F:32])([F:31])[C:3]1[CH:30]=[CH:29][CH:28]=[CH:27][C:4]=1[C:5]([CH:7]1[CH2:10][N:9]([C:11]2[S:12][C:13]([C:16]3[N:17]=[N:18][N:19]([CH2:21][C:22]([O:24]CC)=[O:23])[N:20]=3)=[CH:14][N:15]=2)[CH2:8]1)=[O:6].[Li+].[OH-].C(O)(=O)C, predict the reaction product. The product is: [F:32][C:2]([F:1])([F:31])[C:3]1[CH:30]=[CH:29][CH:28]=[CH:27][C:4]=1[C:5]([CH:7]1[CH2:10][N:9]([C:11]2[S:12][C:13]([C:16]3[N:17]=[N:18][N:19]([CH2:21][C:22]([OH:24])=[O:23])[N:20]=3)=[CH:14][N:15]=2)[CH2:8]1)=[O:6].